Dataset: Full USPTO retrosynthesis dataset with 1.9M reactions from patents (1976-2016). Task: Predict the reactants needed to synthesize the given product. (1) Given the product [CH3:19][O:18][C:15]1[CH:16]=[CH:17][C:12]([CH2:11][N:9]2[C:10]3[C:6](=[CH:5][CH:4]=[CH:3][C:2]=3[C:37]3[CH:38]=[CH:39][CH:40]=[CH:41][C:36]=3[CH3:45])[C:7]([CH2:22][CH2:23][CH2:24][O:25][C:26]3[C:35]4[C:30](=[CH:31][CH:32]=[CH:33][CH:34]=4)[CH:29]=[CH:28][CH:27]=3)=[C:8]2[C:20]#[N:21])=[CH:13][CH:14]=1, predict the reactants needed to synthesize it. The reactants are: Br[C:2]1[CH:3]=[CH:4][CH:5]=[C:6]2[C:10]=1[N:9]([CH2:11][C:12]1[CH:17]=[CH:16][C:15]([O:18][CH3:19])=[CH:14][CH:13]=1)[C:8]([C:20]#[N:21])=[C:7]2[CH2:22][CH2:23][CH2:24][O:25][C:26]1[C:35]2[C:30](=[CH:31][CH:32]=[CH:33][CH:34]=2)[CH:29]=[CH:28][CH:27]=1.[C:36]1([CH3:45])[CH:41]=[CH:40][CH:39]=[CH:38][C:37]=1B(O)O.[F-].[Cs+]. (2) Given the product [CH:23]1([N:9]([CH:6]2[CH2:5][CH2:4][N:3]([C:1]3[O:26][N:27]=[C:28]([C:29]4[CH:34]=[CH:33][CH:32]=[CH:31][CH:30]=4)[N:2]=3)[CH2:8][CH2:7]2)[C:10](=[O:22])[C:11]2[CH:12]=[CH:13][C:14]([C:17]3[O:21][CH:20]=[N:19][CH:18]=3)=[CH:15][CH:16]=2)[CH2:25][CH2:24]1, predict the reactants needed to synthesize it. The reactants are: [C:1]([N:3]1[CH2:8][CH2:7][CH:6]([N:9]([CH:23]2[CH2:25][CH2:24]2)[C:10](=[O:22])[C:11]2[CH:16]=[CH:15][C:14]([C:17]3[O:21][CH:20]=[N:19][CH:18]=3)=[CH:13][CH:12]=2)[CH2:5][CH2:4]1)#[N:2].[OH:26][NH:27][C:28](=N)[C:29]1[CH:34]=[CH:33][CH:32]=[CH:31][CH:30]=1. (3) Given the product [ClH:1].[CH3:28][O:27][C:22]1[CH:23]=[C:24]2[C:19](=[CH:20][C:21]=1[O:29][CH3:30])[CH2:18][N:17]([C:15]([CH:12]1[CH2:13][CH2:14][NH:9][CH2:10][CH2:11]1)=[O:16])[CH2:26][CH2:25]2, predict the reactants needed to synthesize it. The reactants are: [ClH:1].C(OC([N:9]1[CH2:14][CH2:13][CH:12]([C:15]([N:17]2[CH2:26][CH2:25][C:24]3[C:19](=[CH:20][C:21]([O:29][CH3:30])=[C:22]([O:27][CH3:28])[CH:23]=3)[CH2:18]2)=[O:16])[CH2:11][CH2:10]1)=O)(C)(C)C. (4) Given the product [N:11]([C:8]1[CH:9]=[CH:10][C:5]([S:2]([CH3:1])(=[O:3])=[O:4])=[CH:6][CH:7]=1)=[C:12]=[S:13], predict the reactants needed to synthesize it. The reactants are: [CH3:1][S:2]([C:5]1[CH:10]=[CH:9][C:8]([NH2:11])=[CH:7][CH:6]=1)(=[O:4])=[O:3].[C:12](Cl)(Cl)=[S:13]. (5) Given the product [OH:21][CH:18]([CH2:19][CH3:20])[CH2:17][NH:16][C:9](=[O:10])[O:11][C:12]([CH3:13])([CH3:14])[CH3:15], predict the reactants needed to synthesize it. The reactants are: [C:12]([O:11][C:9](O[C:9]([O:11][C:12]([CH3:15])([CH3:14])[CH3:13])=[O:10])=[O:10])([CH3:15])([CH3:14])[CH3:13].[NH2:16][CH2:17][CH:18]([OH:21])[CH2:19][CH3:20].C(N(CC)C(C)C)(C)C. (6) Given the product [CH3:8][C:5]1[N:4]=[C:3]([C:9]([O:11][CH3:12])=[O:10])[C:2]([N:16]2[CH:17]=[N:18][C:14]([CH3:13])=[N:15]2)=[CH:7][CH:6]=1, predict the reactants needed to synthesize it. The reactants are: I[C:2]1[C:3]([C:9]([O:11][CH3:12])=[O:10])=[N:4][C:5]([CH3:8])=[CH:6][CH:7]=1.[CH3:13][C:14]1[N:18]=[CH:17][NH:16][N:15]=1.CN[C@@H]1CCCC[C@H]1NC.C(=O)([O-])[O-].[Cs+].[Cs+].C[Si](C=[N+]=[N-])(C)C. (7) The reactants are: [CH3:1][O:2][C:3]1[CH:4]=[C:5]([C:11]2[O:12][C:13]3[C:18]([C:19](=[O:23])[C:20]=2[O:21][CH3:22])=[C:17]([O:24]C)[C:16](I)=[C:15]([O:27][CH3:28])[CH:14]=3)[CH:6]=[CH:7][C:8]=1[O:9][CH3:10].[CH2:29]([O:41][CH2:42][C:43]1[CH:48]=[CH:47][CH:46]=[CH:45][CH:44]=1)[CH2:30][CH2:31][CH2:32][CH2:33][CH2:34][CH2:35][CH2:36][CH2:37][CH2:38][C:39]#[CH:40]. Given the product [CH2:42]([O:41][CH2:29][CH2:30][CH2:31][CH2:32][CH2:33][CH2:34][CH2:35][CH2:36][CH2:37][CH2:38][C:39]1[O:24][C:17]2=[C:18]3[C:13](=[CH:14][C:15]([O:27][CH3:28])=[C:16]2[CH:40]=1)[O:12][C:11]([C:5]1[CH:6]=[CH:7][C:8]([O:9][CH3:10])=[C:3]([O:2][CH3:1])[CH:4]=1)=[C:20]([O:21][CH3:22])[C:19]3=[O:23])[C:43]1[CH:44]=[CH:45][CH:46]=[CH:47][CH:48]=1, predict the reactants needed to synthesize it. (8) Given the product [CH2:26]([O:27][C:19]([C:16]1[CH:17]=[CH:18][C:13]([C:5]2([C:3]([OH:2])=[O:4])[N:9]3[CH:10]=[N:11][CH:12]=[C:8]3[CH2:7][CH2:6]2)=[C:14]([F:21])[CH:15]=1)=[O:31])[CH3:25], predict the reactants needed to synthesize it. The reactants are: C[O:2][C:3]([C:5]1([C:13]2[CH:18]=[CH:17][C:16]([C:19]#N)=[CH:15][C:14]=2[F:21])[N:9]2[CH:10]=[N:11][CH:12]=[C:8]2[CH2:7][CH2:6]1)=[O:4].[Li+].[OH-].C1C[O:27][CH2:26][CH2:25]1.CC[OH:31]. (9) Given the product [C:20]([N:24]=[C:9]([C:6]1[CH:7]=[CH:8][C:3]([N:2]([CH3:19])[CH3:1])=[CH:4][CH:5]=1)[CH2:10][CH2:11][C:12]1[CH:17]=[CH:16][CH:15]=[CH:14][CH:13]=1)([CH3:23])([CH3:22])[CH3:21], predict the reactants needed to synthesize it. The reactants are: [CH3:1][N:2]([CH3:19])[C:3]1[CH:8]=[CH:7][C:6]([C:9](=O)[CH2:10][CH2:11][C:12]2[CH:17]=[CH:16][CH:15]=[CH:14][CH:13]=2)=[CH:5][CH:4]=1.[C:20]([NH2:24])([CH3:23])([CH3:22])[CH3:21]. (10) Given the product [CH:1]([C:4]1[N:5]=[C:6]([C:9]2[CH:18]=[C:17]([O:19][C@@H:20]3[CH2:24][C@@H:23]([C:25]([OH:27])=[O:26])[C@H:22]([C:35]([O:37][CH3:38])=[O:36])[CH2:21]3)[C:16]3[C:11](=[C:12]([CH3:41])[C:13]([O:39][CH3:40])=[CH:14][CH:15]=3)[N:10]=2)[S:7][CH:8]=1)([CH3:3])[CH3:2], predict the reactants needed to synthesize it. The reactants are: [CH:1]([C:4]1[N:5]=[C:6]([C:9]2[CH:18]=[C:17]([O:19][C@@H:20]3[CH2:24][C@@H:23]([C:25]([O:27]CC4C=CC=CC=4)=[O:26])[C@H:22]([C:35]([O:37][CH3:38])=[O:36])[CH2:21]3)[C:16]3[C:11](=[C:12]([CH3:41])[C:13]([O:39][CH3:40])=[CH:14][CH:15]=3)[N:10]=2)[S:7][CH:8]=1)([CH3:3])[CH3:2].C([SiH](CC)CC)C.Cl.C.